Dataset: Forward reaction prediction with 1.9M reactions from USPTO patents (1976-2016). Task: Predict the product of the given reaction. (1) Given the reactants [C:1]([O:5][C:6]([NH:8][CH2:9][C:10]1([CH2:26][CH:27]2[CH2:29][CH2:28]2)[CH2:15][CH2:14][N:13](C(OCC2C=CC=CC=2)=O)[CH2:12][CH2:11]1)=[O:7])([CH3:4])([CH3:3])[CH3:2], predict the reaction product. The product is: [CH:27]1([CH2:26][C:10]2([CH2:9][NH:8][C:6](=[O:7])[O:5][C:1]([CH3:3])([CH3:2])[CH3:4])[CH2:15][CH2:14][NH:13][CH2:12][CH2:11]2)[CH2:29][CH2:28]1. (2) Given the reactants [Cl:1][C:2]1[CH:7]=[CH:6][C:5]([C:8]([N:13]2[C:21]3[C:16](=[C:17]([N:22]4[C:26]([CH3:27])=[CH:25][CH:24]=[C:23]4[CH3:28])[CH:18]=[CH:19][CH:20]=3)[CH:15]=[CH:14]2)([CH2:11][CH3:12])[CH2:9][OH:10])=[CH:4][CH:3]=1.[H-].[Na+].I[CH3:32], predict the reaction product. The product is: [Cl:1][C:2]1[CH:7]=[CH:6][C:5]([C:8]([N:13]2[C:21]3[C:16](=[C:17]([N:22]4[C:26]([CH3:27])=[CH:25][CH:24]=[C:23]4[CH3:28])[CH:18]=[CH:19][CH:20]=3)[CH:15]=[CH:14]2)([CH2:11][CH3:12])[CH2:9][O:10][CH3:32])=[CH:4][CH:3]=1. (3) Given the reactants O1CCOCC1.Br[C:8]1[C:9]([CH3:16])=[C:10]([C:12]([F:15])=[CH:13][CH:14]=1)[NH2:11].[B:17]1([B:17]2[O:21][C:20]([CH3:23])([CH3:22])[C:19]([CH3:25])([CH3:24])[O:18]2)[O:21][C:20]([CH3:23])([CH3:22])[C:19]([CH3:25])([CH3:24])[O:18]1.C([O-])(=O)C.[K+], predict the reaction product. The product is: [F:15][C:12]1[C:10]([NH2:11])=[C:9]([CH3:16])[C:8]([B:17]2[O:21][C:20]([CH3:23])([CH3:22])[C:19]([CH3:25])([CH3:24])[O:18]2)=[CH:14][CH:13]=1. (4) Given the reactants Br[C:2]1[C:3]([NH:24][C:25](=O)[CH3:26])=[C:4]([CH2:21][CH2:22][CH3:23])[C:5]([CH2:8][N:9]2[CH:13]=[CH:12][N:11]=[C:10]2[C:14]2[C:19]([F:20])=[CH:18][CH:17]=[CH:16][N:15]=2)=[N:6][CH:7]=1.P12(SP3(SP(SP(S3)(S1)=S)(=S)S2)=S)=[S:29], predict the reaction product. The product is: [F:20][C:19]1[C:14]([C:10]2[N:9]([CH2:8][C:5]3[N:6]=[CH:7][C:2]4[S:29][C:25]([CH3:26])=[N:24][C:3]=4[C:4]=3[CH2:21][CH2:22][CH3:23])[CH:13]=[CH:12][N:11]=2)=[N:15][CH:16]=[CH:17][CH:18]=1. (5) Given the reactants CN(C)[CH2:3][CH2:4][CH:5]([C:7]1[CH:12]=[CH:11][CH:10]=[CH:9][CH:8]=1)O.[NH:14]1[CH:18]=[C:17]([NH:19][C:20]([C:22]2[C:30]3[C:25](=[CH:26][CH:27]=[CH:28][CH:29]=3)[N:24](C(C3C=CC=CC=3)(C3C=CC=CC=3)C3C=CC=CC=3)[N:23]=2)=[O:21])[CH:16]=[N:15]1.N1C=C(NC(C2C3C(=CC(C4C=CN(C5CCCCO5)N=4)=CC=3)N(COCC[Si](C)(C)C)N=2)=O)C=N1, predict the reaction product. The product is: [C:7]1([C@H:5]([N:14]2[CH:18]=[C:17]([NH:19][C:20]([C:22]3[C:30]4[C:25](=[CH:26][CH:27]=[CH:28][CH:29]=4)[NH:24][N:23]=3)=[O:21])[CH:16]=[N:15]2)[CH2:4][CH3:3])[CH:8]=[CH:9][CH:10]=[CH:11][CH:12]=1. (6) The product is: [Cl:13][C:3]1[CH:8]=[N:7][N:6]([CH3:9])[C:5](=[O:10])[CH:4]=1. Given the reactants CO[C:3]1[CH:8]=[N:7][N:6]([CH3:9])[C:5](=[O:10])[CH:4]=1.P(Cl)(Cl)([Cl:13])=O.C(=O)([O-])[O-].[Na+].[Na+], predict the reaction product.